Dataset: Forward reaction prediction with 1.9M reactions from USPTO patents (1976-2016). Task: Predict the product of the given reaction. (1) Given the reactants [CH3:1][O:2][C:3]1[CH:24]=[C:23]([O:25][CH3:26])[CH:22]=[CH:21][C:4]=1[CH2:5][N:6]1[C:12](=[O:13])[C:11]2[CH:14]=[C:15]([S:18][CH3:19])[CH:16]=[CH:17][C:10]=2[NH:9][C:8](=O)[CH2:7]1.CN(C)C1C=CC(C)=CC=1.P(Cl)(Cl)([Cl:39])=O, predict the reaction product. The product is: [Cl:39][C:8]1[CH2:7][N:6]([CH2:5][C:4]2[CH:21]=[CH:22][C:23]([O:25][CH3:26])=[CH:24][C:3]=2[O:2][CH3:1])[C:12](=[O:13])[C:11]2[CH:14]=[C:15]([S:18][CH3:19])[CH:16]=[CH:17][C:10]=2[N:9]=1. (2) Given the reactants C(OC([NH:8][C:9]1[S:10][C:11]([C:18]2[CH:23]=[CH:22][C:21]([F:24])=[C:20]([F:25])[CH:19]=2)=[CH:12][C:13]=1[C:14]([O:16][CH3:17])=[O:15])=O)(C)(C)C.Cl, predict the reaction product. The product is: [NH2:8][C:9]1[S:10][C:11]([C:18]2[CH:23]=[CH:22][C:21]([F:24])=[C:20]([F:25])[CH:19]=2)=[CH:12][C:13]=1[C:14]([O:16][CH3:17])=[O:15]. (3) Given the reactants [NH2:1][CH2:2][CH2:3][C:4]1[CH:9]=[CH:8][C:7]([C:10]2[CH:15]=[CH:14][C:13]([CH:16]([CH3:25])[CH2:17][NH:18][S:19]([CH:22]([CH3:24])[CH3:23])(=[O:21])=[O:20])=[CH:12][CH:11]=2)=[CH:6][CH:5]=1.[C:26](Cl)(=[O:28])[CH3:27], predict the reaction product. The product is: [C:26]([NH:1][CH2:2][CH2:3][C:4]1[CH:5]=[CH:6][C:7]([C:10]2[CH:15]=[CH:14][C:13]([CH:16]([CH3:25])[CH2:17][NH:18][S:19]([CH:22]([CH3:24])[CH3:23])(=[O:21])=[O:20])=[CH:12][CH:11]=2)=[CH:8][CH:9]=1)(=[O:28])[CH3:27]. (4) The product is: [F:11][C:7]1[CH:6]=[C:5]([CH:3]([OH:4])[CH:2]([NH:1][C:37]([C:26]2[CH:27]=[CH:28][CH:29]=[C:30]3[CH2:36][CH2:35][CH2:34][CH:33]=[CH:32][C:31]=23)=[O:38])[CH2:12][C:13]2[CH:18]=[CH:17][CH:16]=[C:15]([O:19][C:20]([F:25])([F:24])[CH:21]([F:23])[F:22])[CH:14]=2)[CH:10]=[CH:9][CH:8]=1. Given the reactants [NH2:1][CH:2]([CH2:12][C:13]1[CH:18]=[CH:17][CH:16]=[C:15]([O:19][C:20]([F:25])([F:24])[CH:21]([F:23])[F:22])[CH:14]=1)[CH:3]([C:5]1[CH:10]=[CH:9][CH:8]=[C:7]([F:11])[CH:6]=1)[OH:4].[C:26]1([C:37](O)=[O:38])[CH:27]=[CH:28][CH:29]=[C:30]2[CH2:36][CH2:35][CH2:34][CH:33]=[CH:32][C:31]=12.Cl.C(N=C=NCCCN(C)C)C.O.ON1C2C=CC=CC=2N=N1, predict the reaction product. (5) Given the reactants CC1C=CC=C([N+]([O-])=O)C=1C(OC(=O)C1C([N+]([O-])=O)=CC=CC=1C)=O.[OH:26][C@H:27]([C@H:32]([NH:36][C:37](=[O:98])[C@H:38]([NH:60][C:61](=[O:97])[C@H:62]([NH:67][C:68](=[O:96])[CH2:69][C@@H:70](O)/[CH:71]=[CH:72]/[CH2:73][CH2:74][S:75][C:76]([C:89]1[CH:94]=[CH:93][CH:92]=[CH:91][CH:90]=1)([C:83]1[CH:88]=[CH:87][CH:86]=[CH:85][CH:84]=1)[C:77]1[CH:82]=[CH:81][CH:80]=[CH:79][CH:78]=1)[CH2:63][CH:64]([CH3:66])[CH3:65])[CH2:39][S:40][C:41]([C:54]1[CH:59]=[CH:58][CH:57]=[CH:56][CH:55]=1)([C:48]1[CH:53]=[CH:52][CH:51]=[CH:50][CH:49]=1)[C:42]1[CH:47]=[CH:46][CH:45]=[CH:44][CH:43]=1)[CH:33]([CH3:35])[CH3:34])[CH2:28][C:29]([OH:31])=[O:30], predict the reaction product. The product is: [OH:26][C@@H:27]1[CH2:28][C:29](=[O:31])[O:30][C@H:70](/[CH:71]=[CH:72]/[CH2:73][CH2:74][S:75][C:76]([C:83]2[CH:88]=[CH:87][CH:86]=[CH:85][CH:84]=2)([C:89]2[CH:90]=[CH:91][CH:92]=[CH:93][CH:94]=2)[C:77]2[CH:82]=[CH:81][CH:80]=[CH:79][CH:78]=2)[CH2:69][C:68](=[O:96])[NH:67][C@H:62]([CH2:63][CH:64]([CH3:65])[CH3:66])[C:61](=[O:97])[NH:60][C@H:38]([CH2:39][S:40][C:41]([C:54]2[CH:59]=[CH:58][CH:57]=[CH:56][CH:55]=2)([C:42]2[CH:47]=[CH:46][CH:45]=[CH:44][CH:43]=2)[C:48]2[CH:49]=[CH:50][CH:51]=[CH:52][CH:53]=2)[C:37](=[O:98])[NH:36][C@@H:32]1[CH:33]([CH3:34])[CH3:35]. (6) Given the reactants [Cl:1][C:2]1[CH:7]=[CH:6][C:5]([CH:8]([C:11]2[CH:16]=[CH:15][CH:14]=[C:13]([N:17]3[C:22](=[O:23])[NH:21][C:20](=[O:24])[CH:19]=[N:18]3)[C:12]=2[Cl:25])[C:9]#[N:10])=[CH:4][C:3]=1[C:26]([F:29])([F:28])[F:27].Cl[CH2:31][O:32][CH2:33][CH2:34][O:35][CH3:36].C(N(CC)CC)C.O, predict the reaction product. The product is: [Cl:1][C:2]1[CH:7]=[CH:6][C:5]([CH:8]([C:11]2[CH:16]=[CH:15][CH:14]=[C:13]([N:17]3[C:22](=[O:23])[N:21]([CH2:31][O:32][CH2:33][CH2:34][O:35][CH3:36])[C:20](=[O:24])[CH:19]=[N:18]3)[C:12]=2[Cl:25])[C:9]#[N:10])=[CH:4][C:3]=1[C:26]([F:29])([F:27])[F:28].